Dataset: Full USPTO retrosynthesis dataset with 1.9M reactions from patents (1976-2016). Task: Predict the reactants needed to synthesize the given product. Given the product [Br:5][C:6]1[C:7]([O:1][CH2:2][CH3:3])=[N:8][CH:9]=[N:10][C:11]=1[C:12]([F:15])([F:14])[F:13], predict the reactants needed to synthesize it. The reactants are: [O-:1][CH2:2][CH3:3].[Na+].[Br:5][C:6]1[C:7](Cl)=[N:8][CH:9]=[N:10][C:11]=1[C:12]([F:15])([F:14])[F:13].